This data is from Reaction yield outcomes from USPTO patents with 853,638 reactions. The task is: Predict the reaction yield, written as a fraction of the theoretical maximum amount of product (1.0 means a 100% yield; for example, 0.34 means a 34% yield). (1) The reactants are [CH:1]1([S:6]([CH:8]([C:17]2[CH:22]=[CH:21][C:20]([Cl:23])=[C:19]([Cl:24])[CH:18]=2)[C:9]([NH:11][C:12]2[S:13][CH:14]=[CH:15][N:16]=2)=[O:10])=[O:7])[CH2:5][CH2:4][CH2:3][CH2:2]1.[Mn]([O-])(=O)(=O)=[O:26].[K+]. The catalyst is CO.O. The product is [CH:1]1([S:6]([CH:8]([C:17]2[CH:22]=[CH:21][C:20]([Cl:23])=[C:19]([Cl:24])[CH:18]=2)[C:9]([NH:11][C:12]2[S:13][CH:14]=[CH:15][N:16]=2)=[O:10])(=[O:26])=[O:7])[CH2:5][CH2:4][CH2:3][CH2:2]1. The yield is 0.480. (2) The reactants are [N+:1]([C:4]1[CH:14]=[CH:13][C:7]([O:8][CH2:9][C:10]([OH:12])=[O:11])=[CH:6][CH:5]=1)([O-:3])=[O:2].Cl.[CH2:16](O)[CH2:17][OH:18]. No catalyst specified. The product is [OH:18][CH2:17][CH2:16][O:11][C:10](=[O:12])[CH2:9][O:8][C:7]1[CH:6]=[CH:5][C:4]([N+:1]([O-:3])=[O:2])=[CH:14][CH:13]=1. The yield is 0.574. (3) The reactants are [C:1]([O:5][C:6]([NH:8][C:9]1[S:17][C:16]2[C:11](=[N:12][CH:13]=[C:14]([CH:18]3[CH2:21][N:20]([CH3:22])[CH2:19]3)[CH:15]=2)[C:10]=1[C:23]([O:25]C)=[O:24])=[O:7])([CH3:4])([CH3:3])[CH3:2].[Li+].[OH-]. The catalyst is C1COCC1.CO.O. The product is [C:1]([O:5][C:6]([NH:8][C:9]1[S:17][C:16]2[C:11](=[N:12][CH:13]=[C:14]([CH:18]3[CH2:19][N:20]([CH3:22])[CH2:21]3)[CH:15]=2)[C:10]=1[C:23]([OH:25])=[O:24])=[O:7])([CH3:4])([CH3:2])[CH3:3]. The yield is 0.413. (4) The product is [CH3:15][N:12]1[CH2:13][CH2:14][N:9]([CH2:8][C:5]2[CH:4]=[CH:3][C:2]([NH2:45])=[N:7][CH:6]=2)[CH2:10][CH2:11]1. The catalyst is C1C=CC(/C=C/C(/C=C/C2C=CC=CC=2)=O)=CC=1.C1C=CC(/C=C/C(/C=C/C2C=CC=CC=2)=O)=CC=1.C1C=CC(/C=C/C(/C=C/C2C=CC=CC=2)=O)=CC=1.[Pd].[Pd].C1COCC1. The yield is 0.370. The reactants are Cl[C:2]1[N:7]=[CH:6][C:5]([CH2:8][N:9]2[CH2:14][CH2:13][N:12]([CH3:15])[CH2:11][CH2:10]2)=[CH:4][CH:3]=1.C1(P(C2CCCCC2)C2C=CC=CC=2C2C=CC=CC=2)CCCCC1.C[Si]([N-:45][Si](C)(C)C)(C)C.[Li+]. (5) The reactants are Cl[C:2]1[CH:3]=[CH:4][C:5]2[N:6]([CH:8]=[CH:9][N:10]=2)[N:7]=1.[NH2:11][C:12]1[CH:17]=[CH:16][C:15]([OH:18])=[CH:14][CH:13]=1.C(=O)([O-])[O-].[K+].[K+].CN1CCCC1=O. The catalyst is [OH-].[Na+]. The product is [N:10]1[CH:9]=[CH:8][N:6]2[C:5]=1[CH:4]=[CH:3][C:2]([O:18][C:15]1[CH:16]=[CH:17][C:12]([NH2:11])=[CH:13][CH:14]=1)=[N:7]2. The yield is 0.670.